This data is from Catalyst prediction with 721,799 reactions and 888 catalyst types from USPTO. The task is: Predict which catalyst facilitates the given reaction. Reactant: [Cl:1][C:2]1[CH:7]=[CH:6][C:5]([CH:8]([C:20]2[CH:25]=[CH:24][C:23]([Cl:26])=[CH:22][CH:21]=2)[C:9]2[CH:10]=[C:11]3[C:16](=[CH:17][CH:18]=2)[N:15]=[CH:14][N:13]=[C:12]3Cl)=[CH:4][CH:3]=1.CC(O)C.[NH2:31][CH:32]1[CH2:37][CH2:36][N:35]([C:38]([O:40][C:41]([CH3:44])([CH3:43])[CH3:42])=[O:39])[CH2:34][CH2:33]1. Product: [Cl:1][C:2]1[CH:7]=[CH:6][C:5]([CH:8]([C:20]2[CH:21]=[CH:22][C:23]([Cl:26])=[CH:24][CH:25]=2)[C:9]2[CH:10]=[C:11]3[C:16](=[CH:17][CH:18]=2)[N:15]=[CH:14][N:13]=[C:12]3[NH:31][CH:32]2[CH2:33][CH2:34][N:35]([C:38]([O:40][C:41]([CH3:44])([CH3:43])[CH3:42])=[O:39])[CH2:36][CH2:37]2)=[CH:4][CH:3]=1. The catalyst class is: 66.